Dataset: Forward reaction prediction with 1.9M reactions from USPTO patents (1976-2016). Task: Predict the product of the given reaction. (1) Given the reactants [Cl:1][C:2]1[N:7]=[CH:6][C:5]([CH2:8][NH:9][CH2:10][CH3:11])=[CH:4][CH:3]=1.[N+:12]([CH:15]=[C:16](SC)[S:17][CH3:18])([O-:14])=[O:13], predict the reaction product. The product is: [Cl:1][C:2]1[N:7]=[CH:6][C:5]([CH2:8][N:9]([CH2:10][CH3:11])[C:16]([S:17][CH3:18])=[CH:15][N+:12]([O-:14])=[O:13])=[CH:4][CH:3]=1. (2) Given the reactants [O:1]=[C:2]([C:7]1[CH:17]=[CH:16][C:10]([C:11]([O:13]CC)=[O:12])=[CH:9][CH:8]=1)[CH:3]([CH3:6])[CH2:4][CH3:5].[OH-].[Na+], predict the reaction product. The product is: [O:1]=[C:2]([C:7]1[CH:8]=[CH:9][C:10]([C:11]([OH:13])=[O:12])=[CH:16][CH:17]=1)[CH:3]([CH3:6])[CH2:4][CH3:5]. (3) Given the reactants [NH2:1][C:2]1[CH:3]=[CH:4][C:5]([NH:8][C:9](=[O:11])[CH3:10])=[N:6][CH:7]=1.N1C=CC=CC=1.[F:18][C:19]1[C:27]([N+:28]([O-:30])=[O:29])=[CH:26][CH:25]=[C:24]([F:31])[C:20]=1[C:21](Cl)=[O:22], predict the reaction product. The product is: [C:9]([NH:8][C:5]1[N:6]=[CH:7][C:2]([NH:1][C:21](=[O:22])[C:20]2[C:24]([F:31])=[CH:25][CH:26]=[C:27]([N+:28]([O-:30])=[O:29])[C:19]=2[F:18])=[CH:3][CH:4]=1)(=[O:11])[CH3:10]. (4) Given the reactants [F:1][C:2]1[CH:7]=[CH:6][C:5]([CH:8]([O:21][CH3:22])[CH2:9][CH2:10][C:11]([NH:13][O:14]C2CCCCO2)=[O:12])=[CH:4][C:3]=1[CH3:23].C(O)(C(F)(F)F)=O, predict the reaction product. The product is: [F:1][C:2]1[CH:7]=[CH:6][C:5]([C@H:8]([O:21][CH3:22])[CH2:9][CH2:10][C:11]([NH:13][OH:14])=[O:12])=[CH:4][C:3]=1[CH3:23]. (5) Given the reactants [N:1]1[CH:6]=[CH:5][CH:4]=[CH:3][C:2]=1[C:7]1[C:8]([NH2:13])=[N:9][NH:10][C:11]=1[NH2:12].[O:14]1[C:18]2[CH:19]=[CH:20][CH:21]=[CH:22][C:17]=2[CH:16]=[C:15]1[C:23](=O)[CH2:24][C:25](OCC)=[O:26].CC1C=CC(S(O)(=O)=O)=CC=1, predict the reaction product. The product is: [NH2:12][C:11]1[C:7]([C:2]2[CH:3]=[CH:4][CH:5]=[CH:6][N:1]=2)=[C:8]2[NH:13][C:23]([C:15]3[O:14][C:18]4[CH:19]=[CH:20][CH:21]=[CH:22][C:17]=4[CH:16]=3)=[CH:24][C:25](=[O:26])[N:9]2[N:10]=1. (6) Given the reactants I[C:2]1[CH:7]=[CH:6][CH:5]=[CH:4][C:3]=1[NH:8][C:9](=[O:17])[CH2:10][C:11]1[CH:16]=CN=[CH:13][CH:12]=1.[N:18]1C=CC=C(CC(O)=O)[CH:19]=1.[Cl:28]C(OCC(C)C)=O.IC1C=CC=CC=1N, predict the reaction product. The product is: [ClH:28].[NH:18]1[CH2:19][CH2:13][CH2:12][C:11]2([C:2]3[C:3](=[CH:4][CH:5]=[CH:6][CH:7]=3)[NH:8][C:9](=[O:17])[CH2:10]2)[CH2:16]1. (7) Given the reactants Cl[CH2:2][C:3]1[CH:4]=[C:5]([CH:27]=[CH:28][N:29]=1)[C:6]([NH:8][C:9]1[S:10][C:11]2[C:17]([CH:18]3[CH2:24][O:23][CH2:22][CH2:21][O:20][CH2:19]3)=[CH:16][CH:15]=[C:14]([O:25][CH3:26])[C:12]=2[N:13]=1)=[O:7].N1CCCC1.[CH3:35][O:36][CH2:37][CH2:38][N:39](CC1C=C(C=CN=1)C(NC1SC2[C:40]([N:39]3C[CH2:35][O:36][CH2:37][CH2:38]3)=CC=C(OC)C=2N=1)=O)[CH3:40], predict the reaction product. The product is: [O:23]1[CH2:24][CH:18]([C:17]2[C:11]3[S:10][C:9]([NH:8][C:6](=[O:7])[C:5]4[CH:27]=[CH:28][N:29]=[C:3]([CH2:2][N:39]([CH2:38][CH2:37][O:36][CH3:35])[CH3:40])[CH:4]=4)=[N:13][C:12]=3[C:14]([O:25][CH3:26])=[CH:15][CH:16]=2)[CH2:19][O:20][CH2:21][CH2:22]1.